This data is from Forward reaction prediction with 1.9M reactions from USPTO patents (1976-2016). The task is: Predict the product of the given reaction. Given the reactants O=O.[CH3:3]C(C)([O-])C.[K+].[C:9]1([C:15](=[O:26])[CH:16]([CH3:25])[C:17]([C:19]2[CH:24]=[CH:23][CH:22]=[CH:21][CH:20]=2)=[O:18])[CH:14]=[CH:13][CH:12]=[CH:11][CH:10]=1.IC, predict the reaction product. The product is: [C:19]1([C:17](=[O:18])[C:16]([CH3:3])([CH3:25])[C:15]([C:9]2[CH:10]=[CH:11][CH:12]=[CH:13][CH:14]=2)=[O:26])[CH:24]=[CH:23][CH:22]=[CH:21][CH:20]=1.